Dataset: Forward reaction prediction with 1.9M reactions from USPTO patents (1976-2016). Task: Predict the product of the given reaction. (1) Given the reactants [C:1]([O:5][CH2:6][C:7]([CH2:20][O:21][C:22](=[O:25])[CH:23]=[CH2:24])([CH2:14][O:15][C:16](=[O:19])[CH:17]=[CH2:18])[CH2:8][O:9]C(=O)C=C)(=[O:4])[CH:2]=[CH2:3].[C:26]([O:30][CH2:31][C:32]([CH2:45]O)([CH2:39][O:40][C:41](=[O:44])[CH:42]=[CH2:43])[CH2:33][O:34][C:35](=[O:38])[CH:36]=[CH2:37])(=[O:29])[CH:27]=[CH2:28].[Sb].C1CCC(O)(C(C2C=CC=CC=2)=O)CC1.FC(F)=C(F)F.F[C], predict the reaction product. The product is: [C:35]([O:34][CH2:33][C:32]([CH2:39][O:40][C:41](=[O:44])[CH:42]=[CH2:43])([CH2:45][O:9][CH2:8][C:7]([CH2:14][O:15][C:16](=[O:19])[CH:17]=[CH2:18])([CH2:6][O:5][C:1](=[O:4])[CH:2]=[CH2:3])[CH2:20][O:21][C:22](=[O:25])[CH:23]=[CH2:24])[CH2:31][O:30][C:26](=[O:29])[CH:27]=[CH2:28])(=[O:38])[CH:36]=[CH2:37]. (2) Given the reactants [Br:1][C:2]1[CH:11]=[C:10]2[C:5]([CH:6]=[CH:7][N:8]=[C:9]2Cl)=[CH:4][CH:3]=1.[CH2:13]([NH:16][CH2:17][CH2:18][CH3:19])[CH2:14][CH3:15], predict the reaction product. The product is: [Br:1][C:2]1[CH:11]=[C:10]2[C:5]([CH:6]=[CH:7][N:8]=[C:9]2[N:16]([CH2:17][CH2:18][CH3:19])[CH2:13][CH2:14][CH3:15])=[CH:4][CH:3]=1.